From a dataset of Forward reaction prediction with 1.9M reactions from USPTO patents (1976-2016). Predict the product of the given reaction. (1) Given the reactants [CH3:1][S:2]([NH:5][C:6]1[CH:11]=[CH:10][C:9]([C:12]2[CH:17]=[CH:16][C:15]([O:18][CH3:19])=[C:14]([CH2:20][NH:21][CH:22]3[CH2:27][CH2:26][CH:25]([N:28]([CH3:36])[C:29](=[O:35])[O:30][C:31]([CH3:34])([CH3:33])[CH3:32])[CH2:24][CH2:23]3)[CH:13]=2)=[CH:8][CH:7]=1)(=[O:4])=[O:3].[Cl:37][C:38]1[C:39]2[C:49]([F:50])=[CH:48][CH:47]=[C:46]([F:51])[C:40]=2[S:41][C:42]=1[C:43](Cl)=[O:44], predict the reaction product. The product is: [Cl:37][C:38]1[C:39]2[C:49]([F:50])=[CH:48][CH:47]=[C:46]([F:51])[C:40]=2[S:41][C:42]=1[C:43]([N:21]([CH2:20][C:14]1[CH:13]=[C:12]([C:9]2[CH:10]=[CH:11][C:6]([NH:5][S:2]([CH3:1])(=[O:4])=[O:3])=[CH:7][CH:8]=2)[CH:17]=[CH:16][C:15]=1[O:18][CH3:19])[CH:22]1[CH2:27][CH2:26][CH:25]([N:28]([CH3:36])[C:29](=[O:35])[O:30][C:31]([CH3:33])([CH3:32])[CH3:34])[CH2:24][CH2:23]1)=[O:44]. (2) Given the reactants Br[C:2]1[CH:7]=[CH:6][C:5]([C:8]2[N:9]([C:34]3[CH:39]=[CH:38][C:37]([Cl:40])=[CH:36][CH:35]=3)[C:10](=[O:33])[C:11]3[CH:16]=[N:15][N:14]([C:17]4[CH:22]=[CH:21][CH:20]=[C:19]([S:23]([N:26]5[C:30]([CH3:31])=[CH:29][CH:28]=[C:27]5[CH3:32])(=[O:25])=[O:24])[CH:18]=4)[C:12]=3[N:13]=2)=[CH:4][CH:3]=1.[B:41]1([B:41]2[O:45][C:44]([CH3:47])([CH3:46])[C:43]([CH3:49])([CH3:48])[O:42]2)[O:45][C:44]([CH3:47])([CH3:46])[C:43]([CH3:49])([CH3:48])[O:42]1.C([O-])(=O)C.[K+], predict the reaction product. The product is: [Cl:40][C:37]1[CH:36]=[CH:35][C:34]([N:9]2[C:10](=[O:33])[C:11]3[CH:16]=[N:15][N:14]([C:17]4[CH:22]=[CH:21][CH:20]=[C:19]([S:23]([N:26]5[C:30]([CH3:31])=[CH:29][CH:28]=[C:27]5[CH3:32])(=[O:25])=[O:24])[CH:18]=4)[C:12]=3[N:13]=[C:8]2[C:5]2[CH:4]=[CH:3][C:2]([B:41]3[O:45][C:44]([CH3:47])([CH3:46])[C:43]([CH3:49])([CH3:48])[O:42]3)=[CH:7][CH:6]=2)=[CH:39][CH:38]=1.